From a dataset of Full USPTO retrosynthesis dataset with 1.9M reactions from patents (1976-2016). Predict the reactants needed to synthesize the given product. The reactants are: [NH2:1][C@H:2]([C:7]([OH:9])=[O:8])[C:3]([CH3:6])([CH3:5])[CH3:4].C(=O)([O-])[O-].[Cs+].[Cs+].I[C:17]1[CH:24]=[CH:23][C:20]([C:21]#[N:22])=[CH:19][CH:18]=1. Given the product [C:21]([C:20]1[CH:23]=[CH:24][C:17]([NH:1][C@@H:2]([C:3]([CH3:6])([CH3:5])[CH3:4])[C:7]([OH:9])=[O:8])=[CH:18][CH:19]=1)#[N:22], predict the reactants needed to synthesize it.